From a dataset of Full USPTO retrosynthesis dataset with 1.9M reactions from patents (1976-2016). Predict the reactants needed to synthesize the given product. (1) The reactants are: [C:1]1([CH2:7][CH2:8][CH2:9][CH2:10][CH2:11][OH:12])[CH:6]=[CH:5][CH:4]=[CH:3][CH:2]=1.[CH3:13][S:14](Cl)(=[O:16])=[O:15].C(N(CC)CC)C. Given the product [C:1]1([CH2:7][CH2:8][CH2:9][CH2:10][CH2:11][O:12][S:14]([CH3:13])(=[O:16])=[O:15])[CH:6]=[CH:5][CH:4]=[CH:3][CH:2]=1, predict the reactants needed to synthesize it. (2) Given the product [ClH:48].[NH2:8][CH2:9][CH2:10][CH2:11][NH:12][C:13]([CH2:15][CH2:16][CH2:17][CH2:18][CH2:19][O:20][C:21](=[O:52])[C:22]1[C:27]([C:28]2[C:29]3[C:34]([O:35][C:36]4[C:41]=2[CH:40]=[C:39]([I:42])[C:38](=[O:43])[C:37]=4[I:44])=[C:33]([I:45])[C:32]([OH:46])=[C:31]([I:47])[CH:30]=3)=[C:26]([Cl:48])[C:25]([Cl:49])=[C:24]([Cl:50])[C:23]=1[Cl:51])=[O:14], predict the reactants needed to synthesize it. The reactants are: C(OC([NH:8][CH2:9][CH2:10][CH2:11][NH:12][C:13]([CH2:15][CH2:16][CH2:17][CH2:18][CH2:19][O:20][C:21](=[O:52])[C:22]1[C:27]([C:28]2[C:29]3[C:34]([O:35][C:36]4[C:41]=2[CH:40]=[C:39]([I:42])[C:38](=[O:43])[C:37]=4[I:44])=[C:33]([I:45])[C:32]([OH:46])=[C:31]([I:47])[CH:30]=3)=[C:26]([Cl:48])[C:25]([Cl:49])=[C:24]([Cl:50])[C:23]=1[Cl:51])=[O:14])=O)(C)(C)C.Cl.O1CCOCC1.